This data is from Full USPTO retrosynthesis dataset with 1.9M reactions from patents (1976-2016). The task is: Predict the reactants needed to synthesize the given product. (1) Given the product [Cl:19][C:6]1[C:7]2[O:11][CH2:10][O:9][C:8]=2[CH:12]=[CH:13][C:5]=1[OH:4], predict the reactants needed to synthesize it. The reactants are: COC[O:4][C:5]1[CH:13]=[CH:12][C:8]2[O:9][CH2:10][O:11][C:7]=2[CH:6]=1.[Li]CCCC.[Cl:19]C(Cl)(Cl)C(Cl)(Cl)Cl.Cl. (2) Given the product [CH2:20]([C:18]1[N:19]=[C:14]([C:6]2[CH:7]=[C:8]([CH:12]=[CH:13][C:5]=2[O:4][CH2:1][CH2:2][CH3:3])[C:9]([NH:29][CH2:30][C:31]([O:33][CH2:34][CH3:35])=[O:32])=[O:10])[NH:15][C:16](=[O:24])[C:17]=1[CH2:22][CH3:23])[CH3:21], predict the reactants needed to synthesize it. The reactants are: [CH2:1]([O:4][C:5]1[CH:13]=[CH:12][C:8]([C:9](O)=[O:10])=[CH:7][C:6]=1[C:14]1[NH:15][C:16](=[O:24])[C:17]([CH2:22][CH3:23])=[C:18]([CH2:20][CH3:21])[N:19]=1)[CH2:2][CH3:3].S(Cl)(Cl)=O.[NH2:29][CH2:30][C:31]([O:33][CH2:34][CH3:35])=[O:32].C(N(CC)CC)C. (3) Given the product [Cl:8][C:6]1[N:7]=[C:2]([NH:14][C:13]2[CH:15]=[CH:16][C:17]([I:19])=[CH:18][C:12]=2[F:11])[C:3](=[O:10])[O:4][C:5]=1[CH3:9], predict the reactants needed to synthesize it. The reactants are: Cl[C:2]1[C:3](=[O:10])[O:4][C:5]([CH3:9])=[C:6]([Cl:8])[N:7]=1.[F:11][C:12]1[CH:18]=[C:17]([I:19])[CH:16]=[CH:15][C:13]=1[NH2:14].CS(O)(=O)=O.CO. (4) Given the product [C:6]([N:25]1[CH:29]=[C:28]([CH2:30][CH2:31][O:32][S:2]([CH3:1])(=[O:4])=[O:3])[N:27]=[CH:26]1)([C:19]1[CH:20]=[CH:21][CH:22]=[CH:23][CH:24]=1)([C:13]1[CH:14]=[CH:15][CH:16]=[CH:17][CH:18]=1)[C:7]1[CH:12]=[CH:11][CH:10]=[CH:9][CH:8]=1, predict the reactants needed to synthesize it. The reactants are: [CH3:1][S:2](Cl)(=[O:4])=[O:3].[C:6]([N:25]1[CH:29]=[C:28]([CH2:30][CH2:31][OH:32])[N:27]=[CH:26]1)([C:19]1[CH:24]=[CH:23][CH:22]=[CH:21][CH:20]=1)([C:13]1[CH:18]=[CH:17][CH:16]=[CH:15][CH:14]=1)[C:7]1[CH:12]=[CH:11][CH:10]=[CH:9][CH:8]=1.CCN(CC)CC.